Dataset: Merck oncology drug combination screen with 23,052 pairs across 39 cell lines. Task: Regression. Given two drug SMILES strings and cell line genomic features, predict the synergy score measuring deviation from expected non-interaction effect. Drug 1: Cn1nnc2c(C(N)=O)ncn2c1=O. Drug 2: O=C(O)C1(Cc2cccc(Nc3nccs3)n2)CCC(Oc2cccc(Cl)c2F)CC1. Cell line: SKMEL30. Synergy scores: synergy=5.35.